This data is from NCI-60 drug combinations with 297,098 pairs across 59 cell lines. The task is: Regression. Given two drug SMILES strings and cell line genomic features, predict the synergy score measuring deviation from expected non-interaction effect. (1) Drug 1: CC1=C(N=C(N=C1N)C(CC(=O)N)NCC(C(=O)N)N)C(=O)NC(C(C2=CN=CN2)OC3C(C(C(C(O3)CO)O)O)OC4C(C(C(C(O4)CO)O)OC(=O)N)O)C(=O)NC(C)C(C(C)C(=O)NC(C(C)O)C(=O)NCCC5=NC(=CS5)C6=NC(=CS6)C(=O)NCCC[S+](C)C)O. Drug 2: CN(CC1=CN=C2C(=N1)C(=NC(=N2)N)N)C3=CC=C(C=C3)C(=O)NC(CCC(=O)O)C(=O)O. Cell line: OVCAR-4. Synergy scores: CSS=30.1, Synergy_ZIP=-9.60, Synergy_Bliss=-10.2, Synergy_Loewe=-24.7, Synergy_HSA=-8.44. (2) Drug 1: CC1C(C(CC(O1)OC2CC(CC3=C2C(=C4C(=C3O)C(=O)C5=C(C4=O)C(=CC=C5)OC)O)(C(=O)CO)O)N)O.Cl. Drug 2: CC12CCC3C(C1CCC2=O)CC(=C)C4=CC(=O)C=CC34C. Cell line: SW-620. Synergy scores: CSS=0.699, Synergy_ZIP=0.406, Synergy_Bliss=0.0899, Synergy_Loewe=-1.82, Synergy_HSA=-1.25. (3) Drug 2: CC(C)CN1C=NC2=C1C3=CC=CC=C3N=C2N. Drug 1: C#CCC(CC1=CN=C2C(=N1)C(=NC(=N2)N)N)C3=CC=C(C=C3)C(=O)NC(CCC(=O)O)C(=O)O. Cell line: RXF 393. Synergy scores: CSS=0.436, Synergy_ZIP=0.837, Synergy_Bliss=1.22, Synergy_Loewe=-4.05, Synergy_HSA=-2.26. (4) Drug 1: CN(C(=O)NC(C=O)C(C(C(CO)O)O)O)N=O. Drug 2: CC1C(C(CC(O1)OC2CC(CC3=C2C(=C4C(=C3O)C(=O)C5=CC=CC=C5C4=O)O)(C(=O)C)O)N)O. Cell line: A498. Synergy scores: CSS=65.2, Synergy_ZIP=-1.29, Synergy_Bliss=-4.66, Synergy_Loewe=-51.7, Synergy_HSA=-2.82.